From a dataset of Full USPTO retrosynthesis dataset with 1.9M reactions from patents (1976-2016). Predict the reactants needed to synthesize the given product. (1) Given the product [C:22]([O:26][C:27](=[O:28])[NH:1][CH2:2][CH2:3][C:4]1[CH:9]=[CH:8][CH:7]=[C:6]([CH2:10][C@H:11]([NH:13][C@@H:14]([C:16]2[CH:17]=[CH:18][CH:19]=[CH:20][CH:21]=2)[CH3:15])[CH3:12])[CH:5]=1)([CH3:25])([CH3:24])[CH3:23], predict the reactants needed to synthesize it. The reactants are: [NH2:1][CH2:2][CH2:3][C:4]1[CH:5]=[C:6]([CH2:10][C@H:11]([NH:13][C@@H:14]([C:16]2[CH:21]=[CH:20][CH:19]=[CH:18][CH:17]=2)[CH3:15])[CH3:12])[CH:7]=[CH:8][CH:9]=1.[C:22]([O:26][C:27](O[C:27]([O:26][C:22]([CH3:25])([CH3:24])[CH3:23])=[O:28])=[O:28])([CH3:25])([CH3:24])[CH3:23].C(N(CC)C(C)C)(C)C.C(=O)(O)[O-].[Na+]. (2) Given the product [CH3:1][O:2][C:3]1[CH:11]=[C:10]2[C:6]([CH:7]=[C:8]([C:12]([NH2:17])=[O:13])[NH:9]2)=[CH:5][C:4]=1[CH3:16], predict the reactants needed to synthesize it. The reactants are: [CH3:1][O:2][C:3]1[CH:11]=[C:10]2[C:6]([CH:7]=[C:8]([C:12](OC)=[O:13])[NH:9]2)=[CH:5][C:4]=1[CH3:16].[NH3:17]. (3) Given the product [NH2:1][C:2]1[S:3][C:10]2[CH:9]=[C:8]([OH:11])[CH:7]=[CH:6][C:5]=2[N:4]=1, predict the reactants needed to synthesize it. The reactants are: [NH2:1][C:2]([NH2:4])=[S:3].[C:5]1(=O)[CH:10]=[CH:9][C:8](=[O:11])[CH:7]=[CH:6]1. (4) Given the product [C:19]([C:22]1[CH:27]=[CH:26][C:25]([N:14]2[CH:15]=[C:16]([C:17]#[N:18])[C:12]([NH:11][C:8]3[CH:7]=[CH:6][C:5]([S:2]([CH3:1])(=[O:3])=[O:4])=[CH:10][CH:9]=3)=[N:13]2)=[CH:24][CH:23]=1)(=[O:21])[CH3:20], predict the reactants needed to synthesize it. The reactants are: [CH3:1][S:2]([C:5]1[CH:10]=[CH:9][C:8]([NH:11][C:12]2[C:16]([C:17]#[N:18])=[CH:15][NH:14][N:13]=2)=[CH:7][CH:6]=1)(=[O:4])=[O:3].[C:19]([C:22]1[CH:27]=[CH:26][C:25](B(O)O)=[CH:24][CH:23]=1)(=[O:21])[CH3:20]. (5) The reactants are: Cl.[CH3:2][NH:3][O:4][CH3:5].C(N(CC)CC)C.[Cl:13][C:14]1[N:18]([CH3:19])[N:17]=[CH:16][C:15]=1[C:20]([OH:22])=O.CN(C(ON1N=NC2C=CC=CC1=2)=[N+](C)C)C.F[P-](F)(F)(F)(F)F. Given the product [Cl:13][C:14]1[N:18]([CH3:19])[N:17]=[CH:16][C:15]=1[C:20]([N:3]([O:4][CH3:5])[CH3:2])=[O:22], predict the reactants needed to synthesize it. (6) The reactants are: [F:1][C:2]1[CH:3]=[C:4]([CH:6]=[CH:7][C:8]=1[F:9])[NH2:5].[C:10](O[C:10]([O:12][C:13]([CH3:16])([CH3:15])[CH3:14])=[O:11])([O:12][C:13]([CH3:16])([CH3:15])[CH3:14])=[O:11]. Given the product [C:13]([O:12][C:10]([NH:5][C:4]1[CH:6]=[CH:7][C:8]([F:9])=[C:2]([F:1])[CH:3]=1)=[O:11])([CH3:16])([CH3:15])[CH3:14], predict the reactants needed to synthesize it. (7) The reactants are: Cl[C:2]1[C:11]2[C:6](=[CH:7][CH:8]=[CH:9][CH:10]=2)[CH:5]=[C:4]([NH:12][C:13]2[CH:17]=[C:16]([CH3:18])[NH:15][N:14]=2)[N:3]=1.[F:19][C:20]1[CH:25]=[C:24]([F:26])[CH:23]=[CH:22][C:21]=1B(O)O. Given the product [F:19][C:20]1[CH:25]=[C:24]([F:26])[CH:23]=[CH:22][C:21]=1[C:2]1[C:11]2[C:6](=[CH:7][CH:8]=[CH:9][CH:10]=2)[CH:5]=[C:4]([NH:12][C:13]2[CH:17]=[C:16]([CH3:18])[NH:15][N:14]=2)[N:3]=1, predict the reactants needed to synthesize it.